From a dataset of CYP2C9 inhibition data for predicting drug metabolism from PubChem BioAssay. Regression/Classification. Given a drug SMILES string, predict its absorption, distribution, metabolism, or excretion properties. Task type varies by dataset: regression for continuous measurements (e.g., permeability, clearance, half-life) or binary classification for categorical outcomes (e.g., BBB penetration, CYP inhibition). Dataset: cyp2c9_veith. (1) The compound is Clc1ccccc1-c1nc(NCc2cccnc2)c2ccccc2n1. The result is 0 (non-inhibitor). (2) The molecule is CC(C)CNC(=S)N1CCN(C)CC1.O=C(O)C(=O)O. The result is 0 (non-inhibitor).